Dataset: Full USPTO retrosynthesis dataset with 1.9M reactions from patents (1976-2016). Task: Predict the reactants needed to synthesize the given product. (1) The reactants are: [Cl:1][C:2]1[C:3](=[O:28])[N:4]([C:17]2[CH:22]=[C:21]([C:23](=O)[C:24]#[CH:25])[CH:20]=[CH:19][C:18]=2[CH3:27])[C:5]([CH3:16])=[N:6][C:7]=1[O:8][CH2:9][C:10]1[N:11]=[C:12]([CH3:15])[S:13][CH:14]=1.Cl.[OH:30][C:31]([CH3:36])([CH3:35])[C:32]([NH2:34])=[NH:33].C(=O)([O-])[O-].[K+].[K+]. Given the product [Cl:1][C:2]1[C:3](=[O:28])[N:4]([C:17]2[CH:22]=[C:21]([C:23]3[CH:24]=[CH:25][N:34]=[C:32]([C:31]([OH:30])([CH3:36])[CH3:35])[N:33]=3)[CH:20]=[CH:19][C:18]=2[CH3:27])[C:5]([CH3:16])=[N:6][C:7]=1[O:8][CH2:9][C:10]1[N:11]=[C:12]([CH3:15])[S:13][CH:14]=1, predict the reactants needed to synthesize it. (2) The reactants are: Cl[C:2]1[C:7]([C:8]#[N:9])=[CH:6][CH:5]=[C:4]([C:10]2[CH:15]=[CH:14][C:13]([Cl:16])=[CH:12][C:11]=2[Cl:17])[N:3]=1.Cl.[NH:19]1[CH2:24][CH2:23][CH2:22][CH:21]([NH:25][C:26]2[N:31]=[CH:30][C:29]([C:32]#[N:33])=[CH:28][CH:27]=2)[CH2:20]1.C(N(CC)C(C)C)(C)C. Given the product [C:32]([C:29]1[CH:28]=[CH:27][C:26]([NH:25][CH:21]2[CH2:22][CH2:23][CH2:24][N:19]([C:2]3[C:7]([C:8]#[N:9])=[CH:6][CH:5]=[C:4]([C:10]4[CH:15]=[CH:14][C:13]([Cl:16])=[CH:12][C:11]=4[Cl:17])[N:3]=3)[CH2:20]2)=[N:31][CH:30]=1)#[N:33], predict the reactants needed to synthesize it.